This data is from Forward reaction prediction with 1.9M reactions from USPTO patents (1976-2016). The task is: Predict the product of the given reaction. (1) Given the reactants C(=O)([O-])[O-].[Na+].[Na+].P12(SP3(SP(SP(S3)(S1)=S)(=S)S2)=S)=[S:8].[CH3:21][O:22][C:23]1[CH:24]=[C:25]([CH:46]=[CH:47][CH:48]=1)[O:26][C:27]1[CH:28]=[C:29]2[C:34](=[CH:35][CH:36]=1)[NH:33][C:32](=O)[C@H:31]([NH:38][C:39](=[O:45])[O:40][C:41]([CH3:44])([CH3:43])[CH3:42])[CH2:30]2, predict the reaction product. The product is: [CH3:21][O:22][C:23]1[CH:24]=[C:25]([CH:46]=[CH:47][CH:48]=1)[O:26][C:27]1[CH:28]=[C:29]2[C:34](=[CH:35][CH:36]=1)[NH:33][C:32](=[S:8])[C@H:31]([NH:38][C:39](=[O:45])[O:40][C:41]([CH3:44])([CH3:43])[CH3:42])[CH2:30]2. (2) Given the reactants [CH:1]1([C:4]2[CH:9]=[C:8]([CH:10]=[O:11])[C:7]([OH:12])=[CH:6][C:5]=2[C:13]2[CH:18]=[CH:17][C:16]([F:19])=[CH:15][CH:14]=2)[CH2:3][CH2:2]1.I[CH:21]1[CH2:24][O:23][CH2:22]1.C(=O)([O-])[O-].[Cs+].[Cs+], predict the reaction product. The product is: [CH:1]1([C:4]2[CH:9]=[C:8]([CH:10]=[O:11])[C:7]([O:12][CH:21]3[CH2:24][O:23][CH2:22]3)=[CH:6][C:5]=2[C:13]2[CH:14]=[CH:15][C:16]([F:19])=[CH:17][CH:18]=2)[CH2:2][CH2:3]1. (3) The product is: [Br:8][C:3]1[C:2]([O:1][C:9](=[O:11])[CH3:10])=[CH:7][CH:6]=[CH:5][N:4]=1. Given the reactants [OH:1][C:2]1[C:3]([Br:8])=[N:4][CH:5]=[CH:6][CH:7]=1.[C:9](OC(=O)C)(=[O:11])[CH3:10].C([O-])([O-])=O.[Na+].[Na+], predict the reaction product. (4) Given the reactants [SH:1][CH2:2][C:3]([O:5][CH2:6][CH3:7])=[O:4].[CH2:8](O)[C:9]1[CH:14]=[CH:13][CH:12]=[CH:11][CH:10]=1, predict the reaction product. The product is: [CH2:6]([O:5][C:3](=[O:4])[CH2:2][S:1][CH2:8][C:9]1[CH:14]=[CH:13][CH:12]=[CH:11][CH:10]=1)[CH3:7]. (5) Given the reactants Br[C:2]1[CH:3]=[C:4]2[C:8](=[CH:9][CH:10]=1)[C@H:7]([N:11]1[CH2:14][C:13]3([CH2:19][CH2:18][N:17]([C:20]([O:22][C:23]([CH3:26])([CH3:25])[CH3:24])=[O:21])[CH2:16][CH2:15]3)[CH2:12]1)[CH2:6][CH2:5]2.B1(B2OC(C)(C)C(C)(C)O2)OC(C)(C)C(C)(C)O1.C([O-])(=O)C.[K+].Cl[C:51]1[N:56]=[CH:55][CH:54]=[CH:53][N:52]=1.C([O-])([O-])=O.[K+].[K+], predict the reaction product. The product is: [N:52]1[CH:53]=[CH:54][CH:55]=[N:56][C:51]=1[C:2]1[CH:3]=[C:4]2[C:8](=[CH:9][CH:10]=1)[C@H:7]([N:11]1[CH2:14][C:13]3([CH2:15][CH2:16][N:17]([C:20]([O:22][C:23]([CH3:24])([CH3:26])[CH3:25])=[O:21])[CH2:18][CH2:19]3)[CH2:12]1)[CH2:6][CH2:5]2. (6) Given the reactants [O:1]1[CH:3]2[CH2:4][CH2:5][CH:6]=[CH:7][CH2:8][CH2:9][CH:10]=[CH:11][CH2:12][CH2:13][CH:2]12.[I-].[Na+], predict the reaction product. The product is: [C:2]1(=[O:1])[CH2:13][CH2:12][CH2:11][CH2:10][CH:9]=[CH:8][CH2:7][CH2:6][CH:5]=[CH:4][CH2:3]1.